The task is: Predict the reactants needed to synthesize the given product.. This data is from Full USPTO retrosynthesis dataset with 1.9M reactions from patents (1976-2016). (1) Given the product [CH:5]([C:4]1[CH:3]=[C:2]([C:19]#[C:18][C:17]2[CH:21]=[C:3]([C:4]#[C:16][C:15]#[N:12])[CH:2]=[CH:9][CH:8]=2)[CH:9]=[CH:8][CH:7]=1)=[O:6], predict the reactants needed to synthesize it. The reactants are: I[C:2]1[CH:3]=[C:4]([CH:7]=[CH:8][CH:9]=1)[CH:5]=[O:6].C([N:12]([CH2:15][CH3:16])CC)C.[CH2:17]1[CH2:21]O[CH2:19][CH2:18]1. (2) The reactants are: [CH3:1][O:2][C:3]1[CH:4]=[C:5]2[C:10](=[CH:11][CH:12]=1)[N+:9]([O-])=[CH:8][CH:7]=[CH:6]2.COC(Cl)=O.C([Mg]Br)[C:20]1[CH:25]=[CH:24][C:23]([O:26][CH3:27])=[CH:22][CH:21]=1. Given the product [CH3:1][O:2][C:3]1[CH:4]=[C:5]2[C:10](=[CH:11][CH:12]=1)[N:9]=[C:8]([C:20]1[CH:25]=[CH:24][C:23]([O:26][CH3:27])=[CH:22][CH:21]=1)[CH:7]=[CH:6]2, predict the reactants needed to synthesize it. (3) Given the product [Cl:1][C:2]1[N:10]=[C:9]2[C:5]([N:6]=[C:7]([CH2:12][N:29]3[CH2:30][CH:27]([CH:24]4[CH2:25][CH2:26][O:21][CH2:22][CH2:23]4)[CH2:28]3)[N:8]2[CH3:11])=[C:4]([N:14]2[CH2:19][CH2:18][O:17][CH2:16][CH2:15]2)[N:3]=1, predict the reactants needed to synthesize it. The reactants are: [Cl:1][C:2]1[N:10]=[C:9]2[C:5]([N:6]=[C:7]([CH:12]=O)[N:8]2[CH3:11])=[C:4]([N:14]2[CH2:19][CH2:18][O:17][CH2:16][CH2:15]2)[N:3]=1.Cl.[O:21]1[CH2:26][CH2:25][CH:24]([CH:27]2[CH2:30][NH:29][CH2:28]2)[CH2:23][CH2:22]1.C(O[BH-](OC(=O)C)OC(=O)C)(=O)C.[Na+]. (4) The reactants are: Br[CH:2]1[CH2:6][CH2:5][N:4]([C:7]2[CH:12]=[CH:11][C:10]([O:13][CH2:14][CH2:15][N:16]3[CH2:20][CH2:19][CH2:18][CH2:17]3)=[C:9]([CH2:21][CH3:22])[CH:8]=2)[C:3]1=[O:23].C(=O)([O-])[O-].[Cs+].[Cs+].[I-].[K+].[C:32]1([C:39]2[CH:44]=[CH:43][CH:42]=[CH:41][CH:40]=2)[CH:37]=[CH:36][C:35]([OH:38])=[CH:34][CH:33]=1. Given the product [C:32]1([C:39]2[CH:44]=[CH:43][CH:42]=[CH:41][CH:40]=2)[CH:33]=[CH:34][C:35]([O:38][CH:2]2[CH2:6][CH2:5][N:4]([C:7]3[CH:12]=[CH:11][C:10]([O:13][CH2:14][CH2:15][N:16]4[CH2:20][CH2:19][CH2:18][CH2:17]4)=[C:9]([CH2:21][CH3:22])[CH:8]=3)[C:3]2=[O:23])=[CH:36][CH:37]=1, predict the reactants needed to synthesize it. (5) Given the product [CH3:11][C:2]([NH:1][S:20]([C:17]1[CH:18]=[CH:19][CH:14]=[CH:15][CH:16]=1)(=[O:22])=[O:21])([CH3:12])[C:3](=[O:4])[C:5]1[CH:10]=[CH:9][CH:8]=[CH:7][CH:6]=1, predict the reactants needed to synthesize it. The reactants are: [NH2:1][C:2]([CH3:12])([CH3:11])[C:3]([C:5]1[CH:10]=[CH:9][CH:8]=[CH:7][CH:6]=1)=[O:4].C[C:14]1[CH:15]=[CH:16][C:17]([S:20](O)(=[O:22])=[O:21])=[CH:18][CH:19]=1.C1(S(Cl)(=O)=O)C=CC=CC=1.C(N(CC)CC)C.